From a dataset of Catalyst prediction with 721,799 reactions and 888 catalyst types from USPTO. Predict which catalyst facilitates the given reaction. (1) Product: [Cl:1][C:2]1[N:10]=[C:9]2[C:5]([N:6]([CH2:11][C:12]3[CH:17]=[CH:16][C:15]([C:18]([F:21])([F:20])[F:19])=[CH:14][CH:13]=3)[CH:7]=[N:8]2)=[C:4]([NH:30][C@@H:28]([CH:24]2[CH2:27][CH2:26][CH2:25]2)[CH3:29])[N:3]=1. The catalyst class is: 32. Reactant: [Cl:1][C:2]1[N:10]=[C:9]2[C:5]([N:6]([CH2:11][C:12]3[CH:17]=[CH:16][C:15]([C:18]([F:21])([F:20])[F:19])=[CH:14][CH:13]=3)[CH:7]=[N:8]2)=[C:4](Cl)[N:3]=1.Cl.[CH:24]1([C@H:28]([NH2:30])[CH3:29])[CH2:27][CH2:26][CH2:25]1.C(N(CC)CC)C. (2) Reactant: [C:1]1([CH:7]([CH:14]2[CH2:19][CH2:18][NH:17][CH2:16][CH2:15]2)[N:8]2[CH2:13][CH2:12][O:11][CH2:10][CH2:9]2)[CH:6]=[CH:5][CH:4]=[CH:3][CH:2]=1.[C:20]1([CH:26]([N:33]=[C:34]=[O:35])[C:27]2[CH:32]=[CH:31][CH:30]=[CH:29][CH:28]=2)[CH:25]=[CH:24][CH:23]=[CH:22][CH:21]=1. Product: [CH:26]([NH:33][C:34]([N:17]1[CH2:18][CH2:19][CH:14]([CH:7]([N:8]2[CH2:9][CH2:10][O:11][CH2:12][CH2:13]2)[C:1]2[CH:2]=[CH:3][CH:4]=[CH:5][CH:6]=2)[CH2:15][CH2:16]1)=[O:35])([C:27]1[CH:28]=[CH:29][CH:30]=[CH:31][CH:32]=1)[C:20]1[CH:25]=[CH:24][CH:23]=[CH:22][CH:21]=1. The catalyst class is: 2. (3) Reactant: [NH2:1][N:2]1[CH2:7][CH2:6][CH:5]([C:8]2[NH:9][C:10](=[O:19])[C:11]3[C:16]([CH:17]=2)=[C:15]([CH3:18])[CH:14]=[CH:13][CH:12]=3)[CH2:4][CH2:3]1.[CH3:20][S:21](Cl)(=[O:23])=[O:22].O. Product: [CH3:20][S:21]([NH:1][N:2]1[CH2:3][CH2:4][CH:5]([C:8]2[NH:9][C:10](=[O:19])[C:11]3[C:16]([CH:17]=2)=[C:15]([CH3:18])[CH:14]=[CH:13][CH:12]=3)[CH2:6][CH2:7]1)(=[O:23])=[O:22]. The catalyst class is: 17. (4) Reactant: C([O:3][C:4](=[O:32])[CH:5]([C:10]1[CH:15]=[CH:14][C:13]([C:16]2[CH:21]=[CH:20][C:19]([C:22]([F:25])([F:24])[F:23])=[CH:18][CH:17]=2)=[C:12]([O:26][CH2:27][C:28]([F:31])([F:30])[F:29])[CH:11]=1)[CH2:6][CH:7]([CH3:9])[CH3:8])C.[OH-].[K+]. Product: [CH3:8][CH:7]([CH3:9])[CH2:6][CH:5]([C:10]1[CH:15]=[CH:14][C:13]([C:16]2[CH:17]=[CH:18][C:19]([C:22]([F:24])([F:23])[F:25])=[CH:20][CH:21]=2)=[C:12]([O:26][CH2:27][C:28]([F:29])([F:30])[F:31])[CH:11]=1)[C:4]([OH:32])=[O:3]. The catalyst class is: 8. (5) Reactant: Br[C:2]1[CH:3]=[C:4]2[C:8](=[CH:9][CH:10]=1)[CH2:7][N:6]([C:11]([O:13][C:14]([CH3:17])([CH3:16])[CH3:15])=[O:12])[CH2:5]2.[CH3:18][N:19](C=O)C. Product: [C:18]([C:2]1[CH:3]=[C:4]2[C:8](=[CH:9][CH:10]=1)[CH2:7][N:6]([C:11]([O:13][C:14]([CH3:17])([CH3:16])[CH3:15])=[O:12])[CH2:5]2)#[N:19]. The catalyst class is: 73. (6) Reactant: [Cl:1][C:2]1[CH:3]=[C:4]([CH2:9][OH:10])[CH:5]=[N:6][C:7]=1Cl.[CH3:11][O-:12].[Na+]. Product: [Cl:1][C:2]1[CH:3]=[C:4]([CH2:9][OH:10])[CH:5]=[N:6][C:7]=1[O:12][CH3:11]. The catalyst class is: 5. (7) Reactant: [O:1]1[C:9]2[C:4](=[N:5][CH:6]=[CH:7][CH:8]=2)[N:3]=[C:2]1[C:10]1[CH:11]=[C:12]([CH:16]=[CH:17][CH:18]=1)[C:13]([OH:15])=O.[CH3:19][O:20][C:21]1[CH:22]=[C:23]([CH:25]=[C:26]([O:30][CH3:31])[C:27]=1[O:28][CH3:29])[NH2:24].CN(C(ON1N=NC2C=CC=NC1=2)=[N+](C)C)C.F[P-](F)(F)(F)(F)F.CCN(C(C)C)C(C)C. Product: [O:1]1[C:9]2[C:4](=[N:5][CH:6]=[CH:7][CH:8]=2)[N:3]=[C:2]1[C:10]1[CH:11]=[C:12]([CH:16]=[CH:17][CH:18]=1)[C:13]([NH:24][C:23]1[CH:25]=[C:26]([O:30][CH3:31])[C:27]([O:28][CH3:29])=[C:21]([O:20][CH3:19])[CH:22]=1)=[O:15]. The catalyst class is: 39. (8) Reactant: CO[C:3](=[O:13])[CH2:4][C:5]1[CH:10]=[CH:9][C:8]([O:11][CH3:12])=[CH:7][CH:6]=1.[NH2:14][C:15]1[CH:20]=[CH:19][C:18]([CH3:21])=[CH:17][CH:16]=1.[H-].[Na+]. Product: [CH3:12][O:11][C:8]1[CH:7]=[CH:6][C:5]([CH2:4][C:3]([NH:14][C:15]2[CH:20]=[CH:19][C:18]([CH3:21])=[CH:17][CH:16]=2)=[O:13])=[CH:10][CH:9]=1. The catalyst class is: 16.